The task is: Predict the reaction yield, written as a fraction of the theoretical maximum amount of product (1.0 means a 100% yield; for example, 0.34 means a 34% yield).. This data is from Reaction yield outcomes from USPTO patents with 853,638 reactions. (1) The reactants are Cl.[NH:2]([C:4]1[CH:12]=[CH:11][C:10]([N+:13]([O-:15])=[O:14])=[CH:9][C:5]=1[C:6]([OH:8])=[O:7])[NH2:3].[CH2:16]([O:18][C:19](=[O:26])[C:20](=O)[CH2:21][C:22](=O)[CH3:23])[CH3:17]. The catalyst is CC(O)=O. The product is [CH2:16]([O:18][C:19]([C:20]1[CH:21]=[C:22]([CH3:23])[N:2]([C:4]2[CH:12]=[CH:11][C:10]([N+:13]([O-:15])=[O:14])=[CH:9][C:5]=2[C:6]([OH:8])=[O:7])[N:3]=1)=[O:26])[CH3:17]. The yield is 0.560. (2) The reactants are [CH3:1][C:2]1[NH:11][C:5]2=[N:6][CH:7]=[C:8]([NH2:10])[CH:9]=[C:4]2[C:3]=1[CH3:12].[F:13][C:14]1[C:22]([NH:23][S:24]([CH2:27][CH2:28][CH3:29])(=[O:26])=[O:25])=[CH:21][CH:20]=[C:19]([F:30])[C:15]=1[C:16](O)=[O:17].CCN=C=NCCCN(C)C.C1C=CC2N(O)N=NC=2C=1. The catalyst is CN(C=O)C. The product is [CH3:1][C:2]1[NH:11][C:5]2=[N:6][CH:7]=[C:8]([NH:10][C:16](=[O:17])[C:15]3[C:19]([F:30])=[CH:20][CH:21]=[C:22]([NH:23][S:24]([CH2:27][CH2:28][CH3:29])(=[O:26])=[O:25])[C:14]=3[F:13])[CH:9]=[C:4]2[C:3]=1[CH3:12]. The yield is 0.470. (3) The reactants are C(OC([N:8]([CH2:25][C@H:26]1[CH2:35][CH2:34][C:33]2[C:28](=[CH:29][CH:30]=[C:31]([C:36]3[CH:45]=[CH:44][CH:43]=[CH:42][C:37]=3[C:38]([O:40][CH3:41])=[O:39])[CH:32]=2)[O:27]1)[CH2:9][C@H:10]([O:17][Si](C(C)(C)C)(C)C)[C:11]1[CH:12]=[N:13][CH:14]=[CH:15][CH:16]=1)=O)(C)(C)C.Cl. The catalyst is CO.O1CCOCC1. The product is [OH:17][C@H:10]([C:11]1[CH:12]=[N:13][CH:14]=[CH:15][CH:16]=1)[CH2:9][NH:8][CH2:25][C@H:26]1[CH2:35][CH2:34][C:33]2[C:28](=[CH:29][CH:30]=[C:31]([C:36]3[CH:45]=[CH:44][CH:43]=[CH:42][C:37]=3[C:38]([O:40][CH3:41])=[O:39])[CH:32]=2)[O:27]1. The yield is 0.770. (4) The reactants are [F:1][CH2:2][CH2:3][NH:4][C:5]1[N:9](C(OCC(C)C)=O)[C:8]2[CH:17]=[CH:18][C:19]([C:21]3[CH:22]=[CH:23][C:24]4[O:30][CH2:29][CH2:28][N:27]([C:31](OC(C)(C)C)=[O:32])[CH2:26][C:25]=4[CH:38]=3)=[CH:20][C:7]=2[N:6]=1.C(O)(C(F)(F)F)=O.CCN(C(C)C)C(C)C.[F:55][C:56]1[CH:57]=[C:58]([CH:62]2[CH2:67][C:66](=[O:68])[CH2:65][CH2:64][N:63]2C(Cl)=O)[CH:59]=[CH:60][CH:61]=1.C(=O)([O-])[O-].[K+].[K+]. The catalyst is C1COCC1. The product is [F:1][CH2:2][CH2:3][NH:4][C:5]1[NH:9][C:8]2[CH:17]=[CH:18][C:19]([C:21]3[CH:22]=[CH:23][C:24]4[O:30][CH2:29][CH2:28][N:27]([C:31]([N:63]5[CH2:64][CH2:65][C:66](=[O:68])[CH2:67][CH:62]5[C:58]5[CH:59]=[CH:60][CH:61]=[C:56]([F:55])[CH:57]=5)=[O:32])[CH2:26][C:25]=4[CH:38]=3)=[CH:20][C:7]=2[N:6]=1. The yield is 0.750. (5) The reactants are [C:1](Cl)(Cl)=[O:2].C(N(CC)CC)C.[Cl:12][C:13]1[CH:18]=[CH:17][C:16]([CH:19]2[CH:23]([C:24]3[CH:29]=[CH:28][C:27]([Cl:30])=[CH:26][CH:25]=3)[NH:22][C:21]([C:31]3[CH:36]=[CH:35][C:34]([O:37][CH2:38][CH3:39])=[CH:33][C:32]=3[O:40][CH:41]([CH3:43])[CH3:42])=[N:20]2)=[CH:15][CH:14]=1.[NH:44]1[CH2:49][CH2:48][NH:47][CH2:46][CH2:45]1.C(=O)(O)[O-].[Na+]. The catalyst is C(Cl)Cl. The product is [Cl:12][C:13]1[CH:14]=[CH:15][C:16]([CH:19]2[CH:23]([C:24]3[CH:25]=[CH:26][C:27]([Cl:30])=[CH:28][CH:29]=3)[N:22]([C:1]([N:44]3[CH2:49][CH2:48][NH:47][CH2:46][CH2:45]3)=[O:2])[C:21]([C:31]3[CH:36]=[CH:35][C:34]([O:37][CH2:38][CH3:39])=[CH:33][C:32]=3[O:40][CH:41]([CH3:42])[CH3:43])=[N:20]2)=[CH:17][CH:18]=1. The yield is 0.0800. (6) The reactants are [NH2:1][C:2]1[CH:17]=[CH:16][C:5]([O:6][C:7]2[CH:12]=[CH:11][N:10]=[C:9]([C:13]([NH2:15])=[O:14])[CH:8]=2)=[C:4]([F:18])[C:3]=1[F:19].[CH3:20][N:21]1[C:25]([CH3:26])=[C:24]([C:27](O)=[O:28])[C:23](=[O:30])[N:22]1[C:31]1[CH:36]=[CH:35][CH:34]=[CH:33][CH:32]=1.CCN=C=NCCCN(C)C.C1C=NC2N(O)N=NC=2C=1. The catalyst is C(Cl)Cl. The product is [CH3:20][N:21]1[C:25]([CH3:26])=[C:24]([C:27]([NH:1][C:2]2[CH:17]=[CH:16][C:5]([O:6][C:7]3[CH:12]=[CH:11][N:10]=[C:9]([C:13]([NH2:15])=[O:14])[CH:8]=3)=[C:4]([F:18])[C:3]=2[F:19])=[O:28])[C:23](=[O:30])[N:22]1[C:31]1[CH:36]=[CH:35][CH:34]=[CH:33][CH:32]=1. The yield is 0.332.